This data is from Full USPTO retrosynthesis dataset with 1.9M reactions from patents (1976-2016). The task is: Predict the reactants needed to synthesize the given product. (1) Given the product [OH:8][C:9]1[CH:10]=[C:11]([C:15]([C:17]2[C:25]3[C:20](=[CH:21][CH:22]=[CH:23][CH:24]=3)[N:19]([CH:26]([CH3:30])[CH3:27])[N:18]=2)=[O:16])[CH:12]=[CH:13][CH:14]=1, predict the reactants needed to synthesize it. The reactants are: C([O:8][C:9]1[CH:10]=[C:11]([CH:15]([C:17]2[C:25]3[C:20](=[CH:21][CH:22]=[CH:23][CH:24]=3)[N:19]([CH:26]3[CH2:30]CC[CH2:27]3)[N:18]=2)[OH:16])[CH:12]=[CH:13][CH:14]=1)C1C=CC=CC=1.C([O-])=O.[NH4+]. (2) Given the product [Cl:39][C:36]1[CH:35]=[CH:34][C:33]([CH:20]([CH3:21])[C:19]([OH:40])=[O:41])=[CH:38][CH:37]=1, predict the reactants needed to synthesize it. The reactants are: O[Li].O.OO.C([C@H]1COC(=O)N1[C:19](=[O:40])[C@@H:20]([C:33]1[CH:38]=[CH:37][C:36]([Cl:39])=[CH:35][CH:34]=1)[CH2:21]N(C(C)C)C(=O)OC(C)(C)C)C1C=CC=CC=1.[O-:41]S([O-])=O.[Na+].[Na+]. (3) Given the product [F:13][C:10]1[N:11]=[CH:12][C:7]2[NH:6][C:5]3[N:14]=[CH:15][C:2]([C:20]4[CH:19]=[CH:18][C:17]([CH2:16][N:11]5[CH2:12][CH2:7][CH2:8][CH2:9][CH2:10]5)=[CH:22][CH:21]=4)=[CH:3][C:4]=3[C:8]=2[CH:9]=1, predict the reactants needed to synthesize it. The reactants are: Br[C:2]1[CH:15]=[N:14][C:5]2[NH:6][C:7]3[CH:12]=[N:11][C:10]([F:13])=[CH:9][C:8]=3[C:4]=2[CH:3]=1.[CH2:16](C1CCN(B(O)O)CC1)[C:17]1[CH:22]=[CH:21][CH:20]=[CH:19][CH:18]=1. (4) Given the product [NH:1]1[C:5]2[CH:6]=[C:7]([C:10]3[C:11]([CH2:16][NH2:17])=[N:12][O:13][C:14]=3[CH3:15])[CH:8]=[CH:9][C:4]=2[N:3]=[CH:2]1, predict the reactants needed to synthesize it. The reactants are: [NH:1]1[C:5]2[CH:6]=[C:7]([C:10]3[C:11]([CH2:16][NH:17]C(=O)OCC4C=CC=CC=4)=[N:12][O:13][C:14]=3[CH3:15])[CH:8]=[CH:9][C:4]=2[N:3]=[CH:2]1.Br. (5) Given the product [NH:8]1[CH2:9][CH2:10][CH:11]([C:14]([O:16][CH2:17][C:18]2[CH:19]=[CH:20][CH:21]=[CH:22][CH:23]=2)=[O:15])[CH2:12][CH2:13]1, predict the reactants needed to synthesize it. The reactants are: C(OC([N:8]1[CH2:13][CH2:12][CH:11]([C:14]([O:16][CH2:17][C:18]2[CH:23]=[CH:22][CH:21]=[CH:20][CH:19]=2)=[O:15])[CH2:10][CH2:9]1)=O)(C)(C)C.FC(F)(F)C(O)=O. (6) Given the product [C:32]([O:31][C:29]([N:7]1[CH2:8][CH2:9][C:10]([C:11]2[CH:12]=[CH:13][C:14]([CH2:17][CH2:18][O:19][C:20]3[CH:25]=[C:24]([CH3:26])[CH:23]=[C:22]([CH3:27])[C:21]=3[CH3:28])=[CH:15][CH:16]=2)=[C:5]([C:3]([OH:4])=[O:2])[CH2:6]1)=[O:30])([CH3:35])([CH3:33])[CH3:34], predict the reactants needed to synthesize it. The reactants are: C[O:2][C:3]([C:5]1[CH2:6][N:7]([C:29]([O:31][C:32]([CH3:35])([CH3:34])[CH3:33])=[O:30])[CH2:8][CH2:9][C:10]=1[C:11]1[CH:16]=[CH:15][C:14]([CH2:17][CH2:18][O:19][C:20]2[CH:25]=[C:24]([CH3:26])[CH:23]=[C:22]([CH3:27])[C:21]=2[CH3:28])=[CH:13][CH:12]=1)=[O:4].[OH-].[Na+]. (7) Given the product [CH3:9][O:10][C:11]1[CH:12]=[C:13]([NH:23][C:24]2[N:26]=[C:31]([C:32]([CH3:43])([C:34]3[CH:35]=[C:36]([F:42])[C:37]([F:41])=[C:38]([F:40])[CH:39]=3)[CH3:33])[CH:30]=[CH:29][N:25]=2)[CH:14]=[CH:15][C:16]=1[N:17]1[CH:21]=[C:20]([CH3:22])[N:19]=[CH:18]1, predict the reactants needed to synthesize it. The reactants are: [N+]([O-])(O)=O.[N+]([O-])(O)=O.[CH3:9][O:10][C:11]1[CH:12]=[C:13]([NH:23][C:24]([NH2:26])=[NH:25])[CH:14]=[CH:15][C:16]=1[N:17]1[CH:21]=[C:20]([CH3:22])[N:19]=[CH:18]1.CN(C)[CH:29]=[CH:30][C:31](=O)[C:32]([CH3:43])([C:34]1[CH:39]=[C:38]([F:40])[C:37]([F:41])=[C:36]([F:42])[CH:35]=1)[CH3:33]. (8) Given the product [CH3:25][C:24]1([CH3:26])[CH2:23][C:10]2([CH2:15][CH2:14][NH:13][CH2:12][CH2:11]2)[CH2:9][O:8]1, predict the reactants needed to synthesize it. The reactants are: FC(F)(F)C(O)=O.[OH:8][CH2:9][C:10]1([CH2:23][C:24]([CH3:26])=[CH2:25])[CH2:15][CH2:14][N:13](C(OC(C)(C)C)=O)[CH2:12][CH2:11]1. (9) Given the product [CH3:1][C@@H:2]1[CH2:7][CH2:6][CH2:5][CH2:4][C@@H:3]1[N:8]1[C:12]2=[C:13]3[CH:19]=[CH:18][NH:17][C:14]3=[N:15][CH:16]=[C:11]2[N:10]([CH2:28][C:29]#[N:30])[C:9]1=[O:31], predict the reactants needed to synthesize it. The reactants are: [CH3:1][C@@H:2]1[CH2:7][CH2:6][CH2:5][CH2:4][C@@H:3]1[N:8]1[C:12]2=[C:13]3[CH:19]=[CH:18][N:17](COCC[Si](C)(C)C)[C:14]3=[N:15][CH:16]=[C:11]2[N:10]([CH2:28][C:29]#[N:30])[C:9]1=[O:31].B(F)(F)F.CCOCC.C([O-])(=O)C.[Na+]. (10) Given the product [Cl:7][C:8]1[CH:9]=[CH:10][C:11]([C:14]2([C:19]3[CH:20]=[C:21]4[C:22](=[CH:23][CH:24]=3)[NH:25][C:26](=[O:28])[CH:27]=[C:29]4[C:30]3[CH:35]=[CH:34][CH:33]=[C:32]([CH3:36])[CH:31]=3)[O:18][CH2:17][CH2:16][O:15]2)=[CH:12][CH:13]=1, predict the reactants needed to synthesize it. The reactants are: CC(O)(C)C.[K].[Cl:7][C:8]1[CH:13]=[CH:12][C:11]([C:14]2([C:19]3[CH:24]=[CH:23][C:22]([NH:25][C:26](=[O:28])[CH3:27])=[C:21]([C:29](=O)[C:30]4[CH:35]=[CH:34][CH:33]=[C:32]([CH3:36])[CH:31]=4)[CH:20]=3)[O:18][CH2:17][CH2:16][O:15]2)=[CH:10][CH:9]=1.O.